From a dataset of Reaction yield outcomes from USPTO patents with 853,638 reactions. Predict the reaction yield, written as a fraction of the theoretical maximum amount of product (1.0 means a 100% yield; for example, 0.34 means a 34% yield). (1) The reactants are Br[CH2:2][C:3]1[O:4][C:5]2[CH:11]=[CH:10][CH:9]=[CH:8][C:6]=2[CH:7]=1.[CH3:12][C:13]1([CH3:27])[C:17]([CH3:19])([CH3:18])[O:16][B:15]([C:20]2[CH:25]=[CH:24][C:23]([OH:26])=[CH:22][CH:21]=2)[O:14]1.C(=O)([O-])[O-].[K+].[K+]. The catalyst is C(#N)C. The product is [CH3:18][C:17]1([CH3:19])[C:13]([CH3:12])([CH3:27])[O:14][B:15]([C:20]2[CH:25]=[CH:24][C:23]([O:26][CH2:2][C:3]3[O:4][C:5]4[CH:11]=[CH:10][CH:9]=[CH:8][C:6]=4[CH:7]=3)=[CH:22][CH:21]=2)[O:16]1. The yield is 0.630. (2) The reactants are [C:1]([NH:4][C:5]1[C:6]([Cl:15])=[CH:7][C:8]([Cl:14])=[C:9]([CH:13]=1)[C:10]([OH:12])=[O:11])(=[O:3])[CH3:2].[N+:16]([O-])([OH:18])=[O:17]. The catalyst is S(=O)(=O)(O)O. The product is [C:1]([NH:4][C:5]1[C:13]([N+:16]([O-:18])=[O:17])=[C:9]([C:8]([Cl:14])=[CH:7][C:6]=1[Cl:15])[C:10]([OH:12])=[O:11])(=[O:3])[CH3:2]. The yield is 0.860. (3) The reactants are [N+:1]([C:4]1[CH:11]=[CH:10][C:7]([C:8]#[N:9])=[CH:6][CH:5]=1)([O-:3])=[O:2].[CH3:12][CH2:13][OH:14].C([Cl:18])(=O)C. No catalyst specified. The product is [ClH:18].[N+:1]([C:4]1[CH:5]=[CH:6][C:7]([C:8](=[NH:9])[O:14][CH2:13][CH3:12])=[CH:10][CH:11]=1)([O-:3])=[O:2]. The yield is 0.580. (4) The reactants are [Br:1][C:2]1[CH:7]=[CH:6][C:5](F)=[C:4]([N+:9]([O-:11])=[O:10])[CH:3]=1.C(N(CC)CC)C.[CH2:19]([O:21][C:22]1[CH:28]=[CH:27][C:25]([NH2:26])=[CH:24][CH:23]=1)[CH3:20]. The catalyst is C(#N)C. The product is [Br:1][C:2]1[CH:7]=[CH:6][C:5]([NH:26][C:25]2[CH:27]=[CH:28][C:22]([O:21][CH2:19][CH3:20])=[CH:23][CH:24]=2)=[C:4]([N+:9]([O-:11])=[O:10])[CH:3]=1. The yield is 0.840. (5) The reactants are [CH3:1][C:2]1([CH3:19])[C:6]([C:7]2[CH:8]=[C:9]([CH:14]=[C:15]([F:18])[C:16]=2[OH:17])[C:10]([O:12][CH3:13])=[O:11])=[CH:5][CH2:4][CH2:3]1.C1C=CC(N([S:27]([C:30]([F:33])([F:32])[F:31])(=[O:29])=[O:28])[S:27]([C:30]([F:33])([F:32])[F:31])(=[O:29])=[O:28])=CC=1. The catalyst is C(Cl)Cl.CN(C1C=CN=CC=1)C. The product is [CH3:1][C:2]1([CH3:19])[C:6]([C:7]2[CH:8]=[C:9]([CH:14]=[C:15]([F:18])[C:16]=2[O:17][S:27]([C:30]([F:33])([F:32])[F:31])(=[O:29])=[O:28])[C:10]([O:12][CH3:13])=[O:11])=[CH:5][CH2:4][CH2:3]1. The yield is 0.860. (6) The product is [N+:33]([C:29]1[CH:30]=[C:31]2[C:26](=[CH:27][CH:28]=1)[NH:25][CH:24]=[CH:32]2)([O-:35])=[O:34]. The reactants are CC1C=CC(S(OC[C@@H]2COC(C)(C)O2)(=O)=O)=CC=1.C([C:24]1[NH:25][C:26]2[C:31]([CH:32]=1)=[CH:30][C:29]([N+:33]([O-:35])=[O:34])=[CH:28][CH:27]=2)(C)(C)C.C([O-])([O-])=O.[Cs+].[Cs+]. The yield is 0.660. The catalyst is CN(C=O)C. (7) The reactants are [C:1]([O:5][C:6](=[O:18])[NH:7][C:8]1[CH:9]=[N:10][C:11]([C:14](=[NH:17])[NH:15][OH:16])=[CH:12][CH:13]=1)([CH3:4])([CH3:3])[CH3:2].[Br:19][C:20]1[CH:28]=[C:24]([C:25](O)=O)[C:23]([OH:29])=[CH:22][CH:21]=1. No catalyst specified. The product is [C:1]([O:5][C:6](=[O:18])[NH:7][C:8]1[CH:9]=[N:10][C:11]([C:14]2[N:17]=[C:25]([C:24]3[CH:28]=[C:20]([Br:19])[CH:21]=[CH:22][C:23]=3[OH:29])[O:16][N:15]=2)=[CH:12][CH:13]=1)([CH3:4])([CH3:2])[CH3:3]. The yield is 0.0500. (8) The product is [Cl:32][C@@H:2]1[CH2:10][N:9]2[C@@H:4]([CH2:5][C:6](=[O:11])[CH2:7][CH2:8]2)[CH2:3]1. The reactants are O[C@H:2]1[CH2:10][N:9]2[C@H:4]([CH2:5][C:6](=[O:11])[CH2:7][CH2:8]2)[CH2:3]1.C1(P(C2C=CC=CC=2)C2C=CC=CC=2)C=CC=CC=1.C(Cl)(Cl)(Cl)[Cl:32]. The yield is 0.880. No catalyst specified.